Predict the product of the given reaction. From a dataset of Forward reaction prediction with 1.9M reactions from USPTO patents (1976-2016). (1) Given the reactants [Cl:1][C:2]1[CH:7]=[C:6]([O:8][C:9]2[CH:20]=[CH:19][C:12]3[N:13]=[C:14](S(C)=O)[S:15][C:11]=3[CH:10]=2)[CH:5]=[CH:4][N:3]=1.[NH2:21][C@H:22]1[CH2:27][CH2:26][CH2:25][N:24]([C:28]([O:30][C:31]([CH3:34])([CH3:33])[CH3:32])=[O:29])[CH2:23]1.CCN(C(C)C)C(C)C, predict the reaction product. The product is: [Cl:1][C:2]1[CH:7]=[C:6]([O:8][C:9]2[CH:20]=[CH:19][C:12]3[N:13]=[C:14]([NH:21][C@H:22]4[CH2:27][CH2:26][CH2:25][N:24]([C:28]([O:30][C:31]([CH3:34])([CH3:33])[CH3:32])=[O:29])[CH2:23]4)[S:15][C:11]=3[CH:10]=2)[CH:5]=[CH:4][N:3]=1. (2) Given the reactants [F:1][C:2]1[CH:7]=[C:6]([F:8])[CH:5]=[CH:4][C:3]=1[C:9]1[NH:10][C:11](=O)[C:12]2[N:13]([N:15]=[CH:16][N:17]=2)[CH:14]=1.P(Cl)(Cl)([Cl:21])=O, predict the reaction product. The product is: [Cl:21][C:11]1[C:12]2[N:13]([N:15]=[CH:16][N:17]=2)[CH:14]=[C:9]([C:3]2[CH:4]=[CH:5][C:6]([F:8])=[CH:7][C:2]=2[F:1])[N:10]=1. (3) Given the reactants C[C:2]1[C:7]([C:8]([OH:10])=[O:9])=[C:6]([N:11]2[CH2:16][C@H:15]([CH3:17])[O:14][C@H:13]([CH3:18])[CH2:12]2)[C:5]([CH3:19])=[C:4](F)[C:3]=1[C:21](=[N:27][OH:28])[C:22]1[S:23][CH:24]=[CH:25][N:26]=1.C([O-])([O-])=O.[K+].[K+].[I-].[K+], predict the reaction product. The product is: [CH3:18][C@H:13]1[O:14][C@@H:15]([CH3:17])[CH2:16][N:11]([C:6]2[C:7]([C:8]([OH:10])=[O:9])=[CH:2][C:3]3[C:21]([C:22]4[S:23][CH:24]=[CH:25][N:26]=4)=[N:27][O:28][C:4]=3[C:5]=2[CH3:19])[CH2:12]1.